Task: Predict which catalyst facilitates the given reaction.. Dataset: Catalyst prediction with 721,799 reactions and 888 catalyst types from USPTO Reactant: [F:1][C:2]1[CH:3]=[CH:4][C:5]2[N:6]([CH:8]=[N:9][C:10]=2[Sn](CCCC)(CCCC)CCCC)[CH:7]=1.Br[C:25]1[N:26]=[C:27]2[C:33]([CH:34]=[O:35])=[CH:32][N:31]([CH2:36][O:37][CH2:38][CH2:39][Si:40]([CH3:43])([CH3:42])[CH3:41])[C:28]2=[N:29][CH:30]=1.O. Product: [F:1][C:2]1[CH:3]=[CH:4][C:5]2[N:6]([CH:8]=[N:9][C:10]=2[C:25]2[N:26]=[C:27]3[C:33]([CH:34]=[O:35])=[CH:32][N:31]([CH2:36][O:37][CH2:38][CH2:39][Si:40]([CH3:43])([CH3:42])[CH3:41])[C:28]3=[N:29][CH:30]=2)[CH:7]=1. The catalyst class is: 441.